This data is from Full USPTO retrosynthesis dataset with 1.9M reactions from patents (1976-2016). The task is: Predict the reactants needed to synthesize the given product. (1) Given the product [CH2:21]([N:23]1[N:27]=[N:26][C:25]([C:28]2[CH:33]=[CH:32][C:31]([C:34]([C:39]3[CH:44]=[CH:43][C:42]([CH:45]([F:11])[CH2:46][C:47]4[CH:52]=[CH:51][CH:50]=[CH:49][N:48]=4)=[CH:41][CH:40]=3)([CH3:38])[CH:35]([CH3:37])[CH3:36])=[CH:30][CH:29]=2)=[N:24]1)[CH3:22], predict the reactants needed to synthesize it. The reactants are: COCCN(S(F)(F)[F:11])CCOC.C1(C)C=CC=CC=1.[CH2:21]([N:23]1[N:27]=[N:26][C:25]([C:28]2[CH:33]=[CH:32][C:31]([C:34]([C:39]3[CH:44]=[CH:43][C:42]([CH:45](O)[CH2:46][C:47]4[CH:52]=[CH:51][CH:50]=[CH:49][N:48]=4)=[CH:41][CH:40]=3)([CH3:38])[CH:35]([CH3:37])[CH3:36])=[CH:30][CH:29]=2)=[N:24]1)[CH3:22]. (2) The reactants are: C(OC([N:8]1[CH2:13][CH2:12][CH:11]([C:14]2[C:22]3[C:17](=[CH:18][N:19]=[C:20]([N:23]4[CH2:28][CH2:27][O:26][CH2:25][CH2:24]4)[CH:21]=3)[NH:16][CH:15]=2)[CH2:10][CH2:9]1)=O)(C)(C)C.FC(F)(F)C(O)=O.[CH3:36][S:37]([N:40]1[CH2:45][CH2:44][C:43]2[N:46]([CH2:59][CH:60]3[CH2:62][O:61]3)[N:47]=[C:48]([C:49]3[CH:54]=[CH:53][C:52]([C:55]([F:58])([F:57])[F:56])=[CH:51][CH:50]=3)[C:42]=2[CH2:41]1)(=[O:39])=[O:38]. Given the product [NH3:8].[CH3:36][S:37]([N:40]1[CH2:45][CH2:44][C:43]2[N:46]([CH2:59][CH:60]([OH:61])[CH2:62][N:8]3[CH2:9][CH2:10][CH:11]([C:14]4[C:22]5[C:17](=[CH:18][N:19]=[C:20]([N:23]6[CH2:24][CH2:25][O:26][CH2:27][CH2:28]6)[CH:21]=5)[NH:16][CH:15]=4)[CH2:12][CH2:13]3)[N:47]=[C:48]([C:49]3[CH:50]=[CH:51][C:52]([C:55]([F:56])([F:57])[F:58])=[CH:53][CH:54]=3)[C:42]=2[CH2:41]1)(=[O:39])=[O:38], predict the reactants needed to synthesize it. (3) Given the product [CH3:13][C@@H:9]1[C:8]2([O:14][CH2:15][CH2:16][O:17]2)[CH2:7][CH2:6][C@@:5]2([C:18]3[CH:19]=[C:20]([CH:25]=[CH:26][CH:27]=3)[C:21]([O:23][CH3:24])=[O:22])[C@H:10]1[CH2:11][CH2:12][C:3]1[CH:2]=[N:34][CH:33]=[N:35][C:4]=12, predict the reactants needed to synthesize it. The reactants are: O/[CH:2]=[C:3]1\[C:4](=O)[C@:5]2([C:18]3[CH:19]=[C:20]([CH:25]=[CH:26][CH:27]=3)[C:21]([O:23][CH3:24])=[O:22])[C@@H:10]([CH2:11][CH2:12]\1)[C@H:9]([CH3:13])[C:8]1([O:17][CH2:16][CH2:15][O:14]1)[CH2:7][CH2:6]2.C(O)(=O)C.[CH:33]([NH2:35])=[NH:34].N1CCCCC1. (4) Given the product [CH2:1]([O:3][C:4](=[O:26])[CH2:5][N:6]1[CH2:7][CH:8]([C:19]2[CH:24]=[CH:23][CH:22]=[CH:21][C:20]=2[Cl:25])[C:9]2[CH:17]=[C:16]([CH3:18])[CH:15]=[CH:14][C:10]=2[CH:11]([CH2:28][CH:27]([CH3:30])[CH3:29])[C:12]1=[O:13])[CH3:2], predict the reactants needed to synthesize it. The reactants are: [CH2:1]([O:3][C:4](=[O:26])[CH2:5][N:6]1[C:12](=[O:13])[CH2:11][C:10]2[CH:14]=[CH:15][C:16]([CH3:18])=[CH:17][C:9]=2[CH:8]([C:19]2[CH:24]=[CH:23][CH:22]=[CH:21][C:20]=2[Cl:25])[CH2:7]1)[CH3:2].[C:27](N=P(N=P(N(C)C)(N(C)C)N(C)C)(N=P(N(C)C)(N(C)C)N(C)C)N=P(N(C)C)(N(C)C)N(C)C)([CH3:30])([CH3:29])[CH3:28].ICC(C)C.Cl. (5) Given the product [N:26]1[CH:27]=[CH:28][C:23]([CH2:22][NH:21][C:3]([C:5]2[N:6]([CH3:20])[C:7]([C:10]3[S:18][C:17]4[C:12](=[N:13][CH:14]=[CH:15][C:16]=4[Cl:19])[CH:11]=3)=[CH:8][N:9]=2)=[O:4])=[CH:24][CH:25]=1, predict the reactants needed to synthesize it. The reactants are: CO[C:3]([C:5]1[N:6]([CH3:20])[C:7]([C:10]2[S:18][C:17]3[C:12](=[N:13][CH:14]=[CH:15][C:16]=3[Cl:19])[CH:11]=2)=[CH:8][N:9]=1)=[O:4].[NH2:21][CH2:22][C:23]1[CH:28]=[CH:27][N:26]=[CH:25][CH:24]=1. (6) Given the product [F:11][C:4]1[CH:3]=[C:2]([B:12]2[O:16][C:15]([CH3:18])([CH3:17])[C:14]([CH3:20])([CH3:19])[O:13]2)[CH:7]=[CH:6][C:5]=1[CH2:8][C:9]#[N:10], predict the reactants needed to synthesize it. The reactants are: Br[C:2]1[CH:7]=[CH:6][C:5]([CH2:8][C:9]#[N:10])=[C:4]([F:11])[CH:3]=1.[B:12]1([B:12]2[O:16][C:15]([CH3:18])([CH3:17])[C:14]([CH3:20])([CH3:19])[O:13]2)[O:16][C:15]([CH3:18])([CH3:17])[C:14]([CH3:20])([CH3:19])[O:13]1. (7) Given the product [C:14]([NH:1][C@@H:2]1[CH2:6][CH2:5][CH2:4][C@H:3]1[OH:7])([C:8]1[CH:13]=[CH:12][CH:11]=[CH:10][CH:9]=1)([C:21]1[CH:22]=[CH:23][CH:24]=[CH:25][CH:26]=1)[C:15]1[CH:16]=[CH:17][CH:18]=[CH:19][CH:20]=1, predict the reactants needed to synthesize it. The reactants are: [NH2:1][C@@H:2]1[CH2:6][CH2:5][CH2:4][C@H:3]1[OH:7].[C:8]1([C:14](Cl)([C:21]2[CH:26]=[CH:25][CH:24]=[CH:23][CH:22]=2)[C:15]2[CH:20]=[CH:19][CH:18]=[CH:17][CH:16]=2)[CH:13]=[CH:12][CH:11]=[CH:10][CH:9]=1.C(N(CC)CC)C.